Dataset: Catalyst prediction with 721,799 reactions and 888 catalyst types from USPTO. Task: Predict which catalyst facilitates the given reaction. (1) Reactant: C(N(CC)CC)C.C(O)=O.[F:11][C:12]([F:25])([F:24])[O:13][C:14]1[CH:22]=[CH:21][CH:20]=[C:19]2[C:15]=1[CH2:16][CH2:17][C:18]2=[O:23].O. Product: [F:11][C:12]([F:24])([F:25])[O:13][C:14]1[CH:22]=[CH:21][CH:20]=[C:19]2[C:15]=1[CH2:16][CH2:17][C@@H:18]2[OH:23]. The catalyst class is: 4. (2) Reactant: [CH3:16][C:11]1([CH3:17])[C:12]([CH3:15])([CH3:14])[O:13][B:9]([B:9]2[O:13][C:12]([CH3:15])([CH3:14])[C:11]([CH3:17])([CH3:16])[O:10]2)[O:10]1.Br[C:20]1[CH:21]=[N:22][CH:23]=[C:24]([CH:26]([F:28])[F:27])[CH:25]=1.C([O-])(=O)C.[K+]. Product: [F:27][CH:26]([F:28])[C:24]1[CH:23]=[N:22][CH:21]=[C:20]([B:9]2[O:10][C:11]([CH3:16])([CH3:17])[C:12]([CH3:14])([CH3:15])[O:13]2)[CH:25]=1. The catalyst class is: 368. (3) Reactant: [CH:1]1([NH:6][C:7]2[C:12](/[CH:13]=[CH:14]/[C:15](OC)=[O:16])=[CH:11][N:10]=[C:9]([S:19][CH3:20])[N:8]=2)[CH2:5][CH2:4][CH2:3][CH2:2]1.C1CCN2C(=NCCC2)CC1.O. Product: [CH:1]1([N:6]2[C:7]3[N:8]=[C:9]([S:19][CH3:20])[N:10]=[CH:11][C:12]=3[CH:13]=[CH:14][C:15]2=[O:16])[CH2:5][CH2:4][CH2:3][CH2:2]1. The catalyst class is: 37. (4) Reactant: [SH:1][C:2]1[NH:3][C:4]2[CH:10]=[CH:9][CH:8]=[CH:7][C:5]=2[N:6]=1.C[O-].[Na+].[OH:14][CH2:15][CH2:16][CH2:17][CH2:18][CH2:19][CH2:20][CH2:21][CH2:22][CH2:23][O:24][C:25]1[CH:30]=[CH:29][N:28]=[C:27]([CH2:31]Cl)[C:26]=1[CH3:33]. Product: [OH:14][CH2:15][CH2:16][CH2:17][CH2:18][CH2:19][CH2:20][CH2:21][CH2:22][CH2:23][O:24][C:25]1[CH:30]=[CH:29][N:28]=[C:27]([CH2:31][S:1][C:2]2[NH:6][C:5]3[CH:7]=[CH:8][CH:9]=[CH:10][C:4]=3[N:3]=2)[C:26]=1[CH3:33]. The catalyst class is: 125. (5) Reactant: C[Si]([N-][Si](C)(C)C)(C)C.[Li+].[CH2:11]([O:18][C:19]([NH:21][C:22]1[CH:23]=[C:24]2[C:28](=[CH:29][CH:30]=1)[N:27]([C:31]([C:44]1[CH:49]=[CH:48][CH:47]=[CH:46][CH:45]=1)([C:38]1[CH:43]=[CH:42][CH:41]=[CH:40][CH:39]=1)[C:32]1[CH:37]=[CH:36][CH:35]=[CH:34][CH:33]=1)[N:26]=[CH:25]2)=[O:20])[C:12]1C=CC=CC=1.[C:50](OC[C@@H]1OC1)(=[O:54])CCC.[NH4+].[Cl-]. Product: [OH:54][CH2:50][C@@H:11]1[O:18][C:19](=[O:20])[N:21]([C:22]2[CH:23]=[C:24]3[C:28](=[CH:29][CH:30]=2)[N:27]([C:31]([C:44]2[CH:49]=[CH:48][CH:47]=[CH:46][CH:45]=2)([C:38]2[CH:39]=[CH:40][CH:41]=[CH:42][CH:43]=2)[C:32]2[CH:37]=[CH:36][CH:35]=[CH:34][CH:33]=2)[N:26]=[CH:25]3)[CH2:12]1. The catalyst class is: 7. (6) Reactant: [Cl-].[CH2:2]([N+:4]([CH2:7][CH2:8][CH2:9][CH2:10][CH2:11][CH2:12][OH:13])([CH3:6])[CH3:5])[CH3:3].[Li+].[C:15]([S:19]([N-:22][S:23]([C:26]([F:29])([F:28])[F:27])(=[O:25])=[O:24])(=[O:21])=[O:20])([F:18])([F:17])[F:16]. Product: [F:29][C:26]([F:27])([F:28])[S:23]([N-:22][S:19]([C:15]([F:16])([F:17])[F:18])(=[O:20])=[O:21])(=[O:24])=[O:25].[CH2:2]([N+:4]([CH2:7][CH2:8][CH2:9][CH2:10][CH2:11][CH2:12][OH:13])([CH3:5])[CH3:6])[CH3:3]. The catalyst class is: 6. (7) Reactant: [OH:1][C:2]1[C:9]([CH:10]([CH3:12])[CH3:11])=[CH:8][C:5]([CH:6]=O)=[C:4]([CH3:13])[CH:3]=1.[NH:14]1[CH2:18][CH2:17][CH2:16][CH2:15]1.[BH-](OC(C)=O)(OC(C)=O)OC(C)=O.[Na+].OS([O-])(=O)=O.[Na+]. Product: [CH:10]([C:9]1[CH:8]=[C:5]([CH2:6][N:14]2[CH2:18][CH2:17][CH2:16][CH2:15]2)[C:4]([CH3:13])=[CH:3][C:2]=1[OH:1])([CH3:12])[CH3:11]. The catalyst class is: 34. (8) Product: [CH:26]1([CH:29]([C:36]2[CH:41]=[CH:40][CH:39]=[C:38]([CH2:42][O:16][C:13]3[CH:14]=[CH:15][C:10]([C:3]4[CH:4]=[C:5]([O:8][CH3:9])[CH:6]=[CH:7][C:2]=4[F:1])=[C:11]([C:17]4[S:18][C:19]([C:22]([F:23])([F:24])[F:25])=[N:20][N:21]=4)[CH:12]=3)[CH:37]=2)[CH2:30][C:31]([O:33][CH2:34][CH3:35])=[O:32])[CH2:28][CH2:27]1. Reactant: [F:1][C:2]1[CH:7]=[CH:6][C:5]([O:8][CH3:9])=[CH:4][C:3]=1[C:10]1[CH:15]=[CH:14][C:13]([OH:16])=[CH:12][C:11]=1[C:17]1[S:18][C:19]([C:22]([F:25])([F:24])[F:23])=[N:20][N:21]=1.[CH:26]1([CH:29]([C:36]2[CH:41]=[CH:40][CH:39]=[C:38]([CH2:42]O)[CH:37]=2)[CH2:30][C:31]([O:33][CH2:34][CH3:35])=[O:32])[CH2:28][CH2:27]1.C(P(CCCC)CCCC)CCC.C1CCN(C(N=NC(N2CCCCC2)=O)=O)CC1. The catalyst class is: 20.